From a dataset of NCI-60 drug combinations with 297,098 pairs across 59 cell lines. Regression. Given two drug SMILES strings and cell line genomic features, predict the synergy score measuring deviation from expected non-interaction effect. (1) Synergy scores: CSS=21.5, Synergy_ZIP=-9.83, Synergy_Bliss=-4.75, Synergy_Loewe=-13.6, Synergy_HSA=-3.69. Drug 1: CC(C1=C(C=CC(=C1Cl)F)Cl)OC2=C(N=CC(=C2)C3=CN(N=C3)C4CCNCC4)N. Drug 2: CN(CC1=CN=C2C(=N1)C(=NC(=N2)N)N)C3=CC=C(C=C3)C(=O)NC(CCC(=O)O)C(=O)O. Cell line: A498. (2) Drug 1: CC=C1C(=O)NC(C(=O)OC2CC(=O)NC(C(=O)NC(CSSCCC=C2)C(=O)N1)C(C)C)C(C)C. Drug 2: N.N.Cl[Pt+2]Cl. Cell line: HOP-92. Synergy scores: CSS=84.1, Synergy_ZIP=2.05, Synergy_Bliss=1.16, Synergy_Loewe=-1.21, Synergy_HSA=-0.165. (3) Drug 1: CC1=C(C=C(C=C1)NC2=NC=CC(=N2)N(C)C3=CC4=NN(C(=C4C=C3)C)C)S(=O)(=O)N.Cl. Drug 2: C1=CC=C(C=C1)NC(=O)CCCCCCC(=O)NO. Cell line: OVCAR3. Synergy scores: CSS=2.12, Synergy_ZIP=-2.27, Synergy_Bliss=-2.47, Synergy_Loewe=-15.4, Synergy_HSA=-3.76. (4) Drug 1: CCC1(CC2CC(C3=C(CCN(C2)C1)C4=CC=CC=C4N3)(C5=C(C=C6C(=C5)C78CCN9C7C(C=CC9)(C(C(C8N6C)(C(=O)OC)O)OC(=O)C)CC)OC)C(=O)OC)O.OS(=O)(=O)O. Drug 2: C1=NNC2=C1C(=O)NC=N2. Cell line: SNB-19. Synergy scores: CSS=6.54, Synergy_ZIP=-3.03, Synergy_Bliss=-2.56, Synergy_Loewe=4.20, Synergy_HSA=-1.33. (5) Drug 1: C1CCC(C1)C(CC#N)N2C=C(C=N2)C3=C4C=CNC4=NC=N3. Drug 2: CC1C(C(CC(O1)OC2CC(OC(C2O)C)OC3=CC4=CC5=C(C(=O)C(C(C5)C(C(=O)C(C(C)O)O)OC)OC6CC(C(C(O6)C)O)OC7CC(C(C(O7)C)O)OC8CC(C(C(O8)C)O)(C)O)C(=C4C(=C3C)O)O)O)O. Cell line: OVCAR-8. Synergy scores: CSS=8.68, Synergy_ZIP=20.0, Synergy_Bliss=21.7, Synergy_Loewe=22.0, Synergy_HSA=19.8. (6) Drug 1: C1=CC(=C2C(=C1NCCNCCO)C(=O)C3=C(C=CC(=C3C2=O)O)O)NCCNCCO. Drug 2: C1=CN(C(=O)N=C1N)C2C(C(C(O2)CO)O)O.Cl. Cell line: A498. Synergy scores: CSS=35.1, Synergy_ZIP=-7.06, Synergy_Bliss=-6.84, Synergy_Loewe=-3.81, Synergy_HSA=-1.47. (7) Drug 1: CC1=C(C(CCC1)(C)C)C=CC(=CC=CC(=CC(=O)O)C)C. Drug 2: CCN(CC)CCNC(=O)C1=C(NC(=C1C)C=C2C3=C(C=CC(=C3)F)NC2=O)C. Cell line: MOLT-4. Synergy scores: CSS=3.26, Synergy_ZIP=-2.62, Synergy_Bliss=-7.39, Synergy_Loewe=-17.3, Synergy_HSA=-6.06. (8) Drug 1: C1CCN(CC1)CCOC2=CC=C(C=C2)C(=O)C3=C(SC4=C3C=CC(=C4)O)C5=CC=C(C=C5)O. Drug 2: COC1=C2C(=CC3=C1OC=C3)C=CC(=O)O2. Cell line: HCC-2998. Synergy scores: CSS=-5.05, Synergy_ZIP=4.69, Synergy_Bliss=3.41, Synergy_Loewe=0.220, Synergy_HSA=-0.716.